Dataset: Peptide-MHC class I binding affinity with 185,985 pairs from IEDB/IMGT. Task: Regression. Given a peptide amino acid sequence and an MHC pseudo amino acid sequence, predict their binding affinity value. This is MHC class I binding data. The peptide sequence is VEGEGLHKL. The MHC is HLA-B40:01 with pseudo-sequence HLA-B40:01. The binding affinity (normalized) is 0.467.